This data is from Reaction yield outcomes from USPTO patents with 853,638 reactions. The task is: Predict the reaction yield, written as a fraction of the theoretical maximum amount of product (1.0 means a 100% yield; for example, 0.34 means a 34% yield). (1) The reactants are Br[CH2:2][CH3:3].[O:4]1[CH2:9][CH2:8][O:7][C:6]2[CH:10]=[C:11]([C:14](=[O:24])[CH2:15][C:16]([C:18]3[CH:23]=[CH:22][CH:21]=[CH:20][CH:19]=3)=[O:17])[CH:12]=[CH:13][C:5]1=2.C([O-])([O-])=O.[K+].[K+].O. The catalyst is CS(C)=O.CCOCC. The product is [O:4]1[CH2:9][CH2:8][O:7][C:6]2[CH:10]=[C:11]([C:14](=[O:24])[CH:15]([CH2:2][CH3:3])[C:16]([C:18]3[CH:19]=[CH:20][CH:21]=[CH:22][CH:23]=3)=[O:17])[CH:12]=[CH:13][C:5]1=2. The yield is 0.350. (2) The reactants are [Cl:1][C:2]1[CH:3]=[C:4]([C:13]2[O:14][CH:15]=[C:16]([CH2:18][N:19]3[CH2:24][CH2:23][CH2:22][CH2:21][CH2:20]3)[N:17]=2)[CH:5]=[CH:6][C:7]=1[O:8][CH2:9][CH2:10][CH2:11]Cl.[CH3:25][CH:26]1[CH2:30][CH2:29][CH2:28][NH:27]1.[I-].[Na+]. The catalyst is C(#N)C. The product is [Cl:1][C:2]1[CH:3]=[C:4]([C:13]2[O:14][CH:15]=[C:16]([CH2:18][N:19]3[CH2:24][CH2:23][CH2:22][CH2:21][CH2:20]3)[N:17]=2)[CH:5]=[CH:6][C:7]=1[O:8][CH2:9][CH2:10][CH2:11][N:27]1[CH2:28][CH2:29][CH2:30][CH:26]1[CH3:25]. The yield is 0.560.